From a dataset of Forward reaction prediction with 1.9M reactions from USPTO patents (1976-2016). Predict the product of the given reaction. (1) Given the reactants [Cl:1][C:2]1[N:7]=[CH:6][C:5]([S:8](Cl)(=[O:10])=[O:9])=[CH:4][CH:3]=1.C(N(CC)CC)C.[CH:19]1([NH2:22])[CH2:21][CH2:20]1.CN(C1C=CC=CN=1)C, predict the reaction product. The product is: [Cl:1][C:2]1[N:7]=[CH:6][C:5]([S:8]([NH:22][CH:19]2[CH2:21][CH2:20]2)(=[O:10])=[O:9])=[CH:4][CH:3]=1. (2) Given the reactants Br[C:2]1[NH:10][C:5]2=[N:6][CH:7]=[CH:8][CH:9]=[C:4]2[C:3]=1[S:11][C:12]1[CH:17]=[CH:16][C:15]([Cl:18])=[CH:14][CH:13]=1.O1[CH2:24][CH2:23][O:22][CH2:21]C1, predict the reaction product. The product is: [Cl:18][C:15]1[CH:16]=[CH:17][C:12]([S:11][C:3]2[C:4]3[C:5](=[N:6][CH:7]=[CH:8][CH:9]=3)[NH:10][C:2]=2[CH2:5][C:4]2[CH:9]=[CH:24][C:23]([O:22][CH3:21])=[CH:2][CH:3]=2)=[CH:13][CH:14]=1. (3) Given the reactants [NH:1]1[CH2:6][CH2:5][CH2:4][C@H:3]([C:7]([O:9][CH2:10][CH3:11])=[O:8])[CH2:2]1.Br[CH2:13][C:14]([C:16]1[CH:23]=[CH:22][C:19]([C:20]#[N:21])=[CH:18][CH:17]=1)=[O:15], predict the reaction product. The product is: [C:20]([C:19]1[CH:22]=[CH:23][C:16]([C:14](=[O:15])[CH2:13][N:1]2[CH2:6][CH2:5][CH2:4][C@H:3]([C:7]([O:9][CH2:10][CH3:11])=[O:8])[CH2:2]2)=[CH:17][CH:18]=1)#[N:21]. (4) Given the reactants Cl[C:2]([O:4][CH:5]([CH3:7])[CH3:6])=[O:3].[NH:8]1[CH2:13][CH2:12][CH:11]([CH2:14][OH:15])[CH2:10][CH2:9]1.C(N(CC)CC)C, predict the reaction product. The product is: [OH:15][CH2:14][CH:11]1[CH2:12][CH2:13][N:8]([C:2]([O:4][CH:5]([CH3:7])[CH3:6])=[O:3])[CH2:9][CH2:10]1.